From a dataset of Catalyst prediction with 721,799 reactions and 888 catalyst types from USPTO. Predict which catalyst facilitates the given reaction. Reactant: [CH3:1][O:2][C:3]1[CH:12]=[CH:11][C:6]2[C:7](=[O:10])[CH2:8][O:9][C:5]=2[C:4]=1[C:13]#[C:14][CH2:15][CH2:16][CH:17]1[CH2:22][CH2:21][N:20]([C:23]([O:25][C:26]([CH3:29])([CH3:28])[CH3:27])=[O:24])[CH2:19][CH2:18]1. Product: [CH3:1][O:2][C:3]1[CH:12]=[CH:11][C:6]2[C:7](=[O:10])[CH2:8][O:9][C:5]=2[C:4]=1[CH2:13][CH2:14][CH2:15][CH2:16][CH:17]1[CH2:18][CH2:19][N:20]([C:23]([O:25][C:26]([CH3:29])([CH3:28])[CH3:27])=[O:24])[CH2:21][CH2:22]1. The catalyst class is: 29.